This data is from Catalyst prediction with 721,799 reactions and 888 catalyst types from USPTO. The task is: Predict which catalyst facilitates the given reaction. (1) Reactant: C([N:8]1[CH2:12][CH2:11][C:10]([C:17]2[CH:22]=[C:21]([Cl:23])[C:20]([F:24])=[C:19]([Cl:25])[CH:18]=2)([C:13]([F:16])([F:15])[F:14])[CH2:9]1)C1C=CC=CC=1.ClC(OC(Cl)C)=O.CO.COC(C)(C)C. Product: [Cl:25][C:19]1[CH:18]=[C:17]([C:10]2([C:13]([F:16])([F:15])[F:14])[CH2:11][CH2:12][NH:8][CH2:9]2)[CH:22]=[C:21]([Cl:23])[C:20]=1[F:24]. The catalyst class is: 325. (2) Reactant: Cl.O1CCOCC1.[O:8]1CCO[CH:9]1[CH2:13][CH2:14][S:15][CH:16]([C:27]1[C:32]([F:33])=[CH:31][CH:30]=[C:29]([F:34])[C:28]=1[F:35])[C:17]1[C:18]([CH3:26])=[CH:19][C:20]([C:23]([NH2:25])=[O:24])=[N:21][CH:22]=1. Product: [CH3:26][C:18]1[C:17]([CH:16]([S:15][CH2:14][CH2:13][CH:9]=[O:8])[C:27]2[C:32]([F:33])=[CH:31][CH:30]=[C:29]([F:34])[C:28]=2[F:35])=[CH:22][N:21]=[C:20]([C:23]([NH2:25])=[O:24])[CH:19]=1. The catalyst class is: 6. (3) Reactant: [CH2:1]([O:8][CH2:9][C:10]1[CH:14]=[C:13]([NH2:15])[NH:12][N:11]=1)[C:2]1[CH:7]=[CH:6][CH:5]=[CH:4][CH:3]=1.O.[N+:17]([CH:20]([CH:23]=O)[CH:21]=O)([O-:19])=[O:18].[Na].C(O)(=O)C. Product: [CH2:1]([O:8][CH2:9][C:10]1[C:14]2[C:13](=[N:15][CH:21]=[C:20]([N+:17]([O-:19])=[O:18])[CH:23]=2)[NH:12][N:11]=1)[C:2]1[CH:3]=[CH:4][CH:5]=[CH:6][CH:7]=1. The catalyst class is: 6. (4) Reactant: [C:1]([C:5]1[CH:6]=[C:7]([CH:25]=[C:26]([C:28]([CH3:31])([CH3:30])[CH3:29])[CH:27]=1)[CH2:8][C@H:9]1[CH2:14][C@@H:13]([C:15]2[O:19][NH:18][C:17](=[O:20])[CH:16]=2)[CH2:12][CH2:11][N:10]1C(OC)=O)([CH3:4])([CH3:3])[CH3:2].C(O)(=O)C. Product: [C:28]([C:26]1[CH:25]=[C:7]([CH:6]=[C:5]([C:1]([CH3:4])([CH3:3])[CH3:2])[CH:27]=1)[CH2:8][C@H:9]1[CH2:14][C@@H:13]([C:15]2[O:19][NH:18][C:17](=[O:20])[CH:16]=2)[CH2:12][CH2:11][NH:10]1)([CH3:30])([CH3:31])[CH3:29]. The catalyst class is: 201. (5) Reactant: [CH2:1]([N:3]1[C:7]2=[N:8][C:9]([CH2:48][CH3:49])=[C:10]([CH2:19][NH:20][C:21]([C:23]3[CH:28]=[CH:27][CH:26]=[C:25]([C:29]([NH:31][CH2:32][C:33]4[C:34]([CH3:47])=[C:35]([C:39]5[CH:44]=[CH:43][CH:42]=[C:41]([CH:45]=O)[CH:40]=5)[CH:36]=[CH:37][CH:38]=4)=[O:30])[CH:24]=3)=[O:22])[C:11]([NH:12][CH:13]3[CH2:18][CH2:17][O:16][CH2:15][CH2:14]3)=[C:6]2[CH:5]=[N:4]1)[CH3:2].[N:50]1(C(OC(C)(C)C)=O)[CH2:56][CH2:55][CH2:54][NH:53][CH2:52][CH2:51]1.C(O[BH-](OC(=O)C)OC(=O)C)(=O)C.[Na+].CC(O)=O. The catalyst class is: 26. Product: [CH2:1]([N:3]1[C:7]2=[N:8][C:9]([CH2:48][CH3:49])=[C:10]([CH2:19][NH:20][C:21]([C:23]3[CH:28]=[CH:27][CH:26]=[C:25]([C:29]([NH:31][CH2:32][C:33]4[C:34]([CH3:47])=[C:35]([C:39]5[CH:44]=[CH:43][CH:42]=[C:41]([CH2:45][N:50]6[CH2:56][CH2:55][CH2:54][NH:53][CH2:52][CH2:51]6)[CH:40]=5)[CH:36]=[CH:37][CH:38]=4)=[O:30])[CH:24]=3)=[O:22])[C:11]([NH:12][CH:13]3[CH2:14][CH2:15][O:16][CH2:17][CH2:18]3)=[C:6]2[CH:5]=[N:4]1)[CH3:2]. (6) Product: [F:35][C:2]([F:1])([F:34])[O:3][C:4]1[CH:5]=[CH:6][C:7]([CH2:8][NH:9][C:10]([C@H:12]2[CH2:17][N:16]([C:37]3[S:38][C:39]4[C:44]([Cl:45])=[N:43][C:42]([CH:46]5[CH2:47][CH2:48]5)=[N:41][C:40]=4[N:49]=3)[CH2:15][CH2:14][N:13]2[S:18]([C:21]2[CH:26]=[CH:25][C:24]([O:27][C:28]([F:29])([F:30])[F:31])=[CH:23][CH:22]=2)(=[O:19])=[O:20])=[O:11])=[CH:32][CH:33]=1. Reactant: [F:1][C:2]([F:35])([F:34])[O:3][C:4]1[CH:33]=[CH:32][C:7]([CH2:8][NH:9][C:10]([C@H:12]2[CH2:17][NH:16][CH2:15][CH2:14][N:13]2[S:18]([C:21]2[CH:26]=[CH:25][C:24]([O:27][C:28]([F:31])([F:30])[F:29])=[CH:23][CH:22]=2)(=[O:20])=[O:19])=[O:11])=[CH:6][CH:5]=1.Cl[C:37]1[S:38][C:39]2[C:44]([Cl:45])=[N:43][C:42]([CH:46]3[CH2:48][CH2:47]3)=[N:41][C:40]=2[N:49]=1.C(N(CC)C(C)C)(C)C. The catalyst class is: 22. (7) Reactant: [Br:1][C:2]1[CH:9]=[CH:8][CH:7]=[CH:6][C:3]=1[CH:4]=O.C([O-])([O-])=O.[Cs+].[Cs+].C([N:19]1[CH2:24][C:23](=[O:25])[N:22]([C:26](=[O:28])[CH3:27])[CH:21]([CH2:29][C:30]2[CH:35]=[CH:34][CH:33]=[CH:32][CH:31]=2)[C:20]1=[O:36])(=O)C.C(O)(=O)CC(CC(O)=O)(C(O)=O)O. Product: [C:26]([N:22]1[CH:21]([CH2:29][C:30]2[CH:31]=[CH:32][CH:33]=[CH:34][CH:35]=2)[C:20](=[O:36])[NH:19][C:24](=[CH:4][C:3]2[CH:6]=[CH:7][CH:8]=[CH:9][C:2]=2[Br:1])[C:23]1=[O:25])(=[O:28])[CH3:27]. The catalyst class is: 35. (8) Reactant: [F:1][C:2]1[CH:3]=[C:4]2[C:8](=[CH:9][CH:10]=1)[NH:7][C:6]([CH2:11][CH2:12][C:13]([N:15]1[CH2:20][CH:19]3[CH:17]([C:18]3([C:22]3[CH:23]=[C:24]([NH:28][S:29]([CH3:32])(=[O:31])=[O:30])[CH:25]=[CH:26][CH:27]=3)[CH3:21])[CH2:16]1)=O)=[C:5]2[CH3:33].[H-].[Al+3].[Li+].[H-].[H-].[H-].O.C(=O)([O-])O.[Na+]. Product: [F:1][C:2]1[CH:3]=[C:4]2[C:8](=[CH:9][CH:10]=1)[NH:7][C:6]([CH2:11][CH2:12][CH2:13][N:15]1[CH2:20][CH:19]3[CH:17]([C:18]3([C:22]3[CH:23]=[C:24]([NH:28][S:29]([CH3:32])(=[O:31])=[O:30])[CH:25]=[CH:26][CH:27]=3)[CH3:21])[CH2:16]1)=[C:5]2[CH3:33]. The catalyst class is: 54. (9) Reactant: CC(C)([O-])C.[K+].[NH2:7][C:8]1[C:13]([C:14]#[N:15])=[C:12]([C:16]2[CH:21]=[CH:20][C:19]([OH:22])=[CH:18][CH:17]=2)[C:11]([C:23]#[N:24])=[C:10]([S:25][CH2:26][C:27]2[CH:32]=[CH:31][CH:30]=[CH:29][CH:28]=2)[N:9]=1.Cl.[CH3:34][N:35]([CH3:39])[CH2:36][CH2:37]Cl. Product: [NH2:7][C:8]1[C:13]([C:14]#[N:15])=[C:12]([C:16]2[CH:17]=[CH:18][C:19]([O:22][CH2:37][CH2:36][N:35]([CH3:39])[CH3:34])=[CH:20][CH:21]=2)[C:11]([C:23]#[N:24])=[C:10]([S:25][CH2:26][C:27]2[CH:32]=[CH:31][CH:30]=[CH:29][CH:28]=2)[N:9]=1. The catalyst class is: 8.